From a dataset of NCI-60 drug combinations with 297,098 pairs across 59 cell lines. Regression. Given two drug SMILES strings and cell line genomic features, predict the synergy score measuring deviation from expected non-interaction effect. (1) Drug 1: C1CCC(CC1)NC(=O)N(CCCl)N=O. Drug 2: CC1=C(C(CCC1)(C)C)C=CC(=CC=CC(=CC(=O)O)C)C. Cell line: OVCAR-8. Synergy scores: CSS=14.6, Synergy_ZIP=-3.30, Synergy_Bliss=5.41, Synergy_Loewe=4.43, Synergy_HSA=4.03. (2) Drug 1: C1CCC(C1)C(CC#N)N2C=C(C=N2)C3=C4C=CNC4=NC=N3. Drug 2: CC1=C(C(=O)C2=C(C1=O)N3CC4C(C3(C2COC(=O)N)OC)N4)N. Cell line: PC-3. Synergy scores: CSS=23.3, Synergy_ZIP=-6.83, Synergy_Bliss=-0.140, Synergy_Loewe=-30.2, Synergy_HSA=-1.56.